From a dataset of Full USPTO retrosynthesis dataset with 1.9M reactions from patents (1976-2016). Predict the reactants needed to synthesize the given product. (1) Given the product [CH3:1][CH:2]1[C:10]2[C:5](=[N:6][CH:7]=[CH:8][CH:9]=2)[N:4]([C:11]([O:13][C:14]([CH3:17])([CH3:15])[CH3:16])=[O:12])[CH:3]1[C:18]([O:20][CH2:21][CH3:22])=[O:19], predict the reactants needed to synthesize it. The reactants are: [CH3:1][C:2]1[C:10]2[C:5](=[N:6][CH:7]=[CH:8][CH:9]=2)[N:4]([C:11]([O:13][C:14]([CH3:17])([CH3:16])[CH3:15])=[O:12])[C:3]=1[C:18]([O:20][CH2:21][CH3:22])=[O:19]. (2) Given the product [CH3:5][C:1]1[CH:2]=[C:3]([C@H:27]([O:28][C:17]2[C:22]([N+:23]([O-:25])=[O:24])=[CH:21][CH:20]=[CH:19][N:18]=2)[CH3:26])[O:4][N:11]=1, predict the reactants needed to synthesize it. The reactants are: [CH2:1]1[CH2:5][O:4][CH2:3][CH2:2]1.[Li+].C[Si]([N-:11][Si](C)(C)C)(C)C.F[C:17]1[C:22]([N+:23]([O-:25])=[O:24])=[CH:21][CH:20]=[CH:19][N:18]=1.[CH3:26][CH2:27][O:28]C(C)=O.